Dataset: Full USPTO retrosynthesis dataset with 1.9M reactions from patents (1976-2016). Task: Predict the reactants needed to synthesize the given product. (1) Given the product [F:9][C:4]1[CH:3]=[C:2]([S:61][CH2:62][CH2:63][OH:64])[CH:7]=[CH:6][C:5]=1[OH:8], predict the reactants needed to synthesize it. The reactants are: Br[C:2]1[CH:7]=[CH:6][C:5]([OH:8])=[C:4]([F:9])[CH:3]=1.C(N(C(C)C)CC)(C)C.CC1(C)C2C=CC=C(P(C3C=CC=CC=3)C3C=CC=CC=3)C=2OC2C1=CC=CC=2P(C1C=CC=CC=1)C1C=CC=CC=1.[SH:61][CH2:62][CH2:63][OH:64]. (2) Given the product [F:27][C:24]([F:25])([F:26])[C:21]1[CH:22]=[CH:23][C:18]([CH:14]2[CH2:13][CH:12]([S:36][C:32]3[CH:33]=[CH:34][CH:35]=[C:30]([C:29]([F:28])([F:37])[F:38])[CH:31]=3)[CH2:17][CH2:16][O:15]2)=[N:19][CH:20]=1, predict the reactants needed to synthesize it. The reactants are: C([O-])([O-])=O.[K+].[K+].CS(O[CH:12]1[CH2:17][CH2:16][O:15][CH:14]([C:18]2[CH:23]=[CH:22][C:21]([C:24]([F:27])([F:26])[F:25])=[CH:20][N:19]=2)[CH2:13]1)(=O)=O.[F:28][C:29]([F:38])([F:37])[C:30]1[CH:31]=[C:32]([SH:36])[CH:33]=[CH:34][CH:35]=1. (3) Given the product [C:1]12([C:7]3[CH:12]=[C:11]([CH3:13])[CH:10]=[CH:9][C:8]=3[O:14][CH2:15][C:16]#[C:17][C:27]3[CH:32]=[CH:31][C:30]([I:33])=[CH:29][CH:28]=3)[CH2:41][CH:37]3[CH2:38][CH:3]([CH2:4][CH:5]([CH2:36]3)[CH2:6]1)[CH2:2]2, predict the reactants needed to synthesize it. The reactants are: [CH:1]1([C:7]2[CH:12]=[C:11]([CH3:13])[CH:10]=[CH:9][C:8]=2[O:14][CH2:15][C:16]#[CH:17])[CH2:6][CH2:5][CH2:4][CH2:3][CH2:2]1.C#CCCCCCC.I[C:27]1[CH:32]=[CH:31][C:30]([I:33])=[CH:29][CH:28]=1.IC1[CH:36]=[C:37]2[C:41](=CC=1)CN([C:38](C1C=CC=CC=1)(C1C=CC=CC=1)[C:37]1[CH:41]=CC=C[CH:36]=1)[CH2:38]2. (4) Given the product [NH2:29][C:22]1[C:21]2[N:20]=[C:19]([CH3:30])[N:18]([CH2:17][CH2:16][O:15][CH2:14][CH2:13][NH:12][C:3](=[O:4])[N:2]([CH3:1])[C:6]3[CH:11]=[CH:10][CH:9]=[CH:8][CH:7]=3)[C:26]=2[C:25]([CH3:27])=[C:24]([CH3:28])[N:23]=1, predict the reactants needed to synthesize it. The reactants are: [CH3:1][N:2]([C:6]1[CH:11]=[CH:10][CH:9]=[CH:8][CH:7]=1)[C:3](Cl)=[O:4].[NH2:12][CH2:13][CH2:14][O:15][CH2:16][CH2:17][N:18]1[C:26]2[C:25]([CH3:27])=[C:24]([CH3:28])[N:23]=[C:22]([NH2:29])[C:21]=2[N:20]=[C:19]1[CH3:30]. (5) Given the product [NH:1]([C:8]1[N:9]([C:21]2[CH:26]=[CH:25][CH:24]=[CH:23][CH:22]=2)[C:10]2[C:15]([C:16](=[O:18])[CH:17]=1)=[CH:14][C:13]([CH3:28])=[C:12]([CH3:20])[N:11]=2)[C:2]1[CH:7]=[CH:6][CH:5]=[CH:4][CH:3]=1, predict the reactants needed to synthesize it. The reactants are: [NH:1]([C:8]1[N:9]([C:21]2[CH:26]=[CH:25][CH:24]=[CH:23][CH:22]=2)[C:10]2[C:15]([C:16](=[O:18])[CH:17]=1)=[CH:14][C:13](Br)=[C:12]([CH3:20])[N:11]=2)[C:2]1[CH:7]=[CH:6][CH:5]=[CH:4][CH:3]=1.[Li][CH2:28]CCC. (6) Given the product [CH2:16]([N:18]([CH2:19][CH3:20])[C:13]([C:9]1[CH:10]=[N:11][O:12][C:8]=1[C:5]1[CH:4]=[CH:3][C:2]([F:1])=[CH:7][CH:6]=1)=[O:15])[CH3:17], predict the reactants needed to synthesize it. The reactants are: [F:1][C:2]1[CH:7]=[CH:6][C:5]([C:8]2[O:12][N:11]=[CH:10][C:9]=2[C:13]([OH:15])=O)=[CH:4][CH:3]=1.[CH2:16]([NH:18][CH2:19][CH3:20])[CH3:17].